Dataset: Catalyst prediction with 721,799 reactions and 888 catalyst types from USPTO. Task: Predict which catalyst facilitates the given reaction. (1) Reactant: S(Cl)([Cl:3])=O.[Br:5][C:6]1[CH:7]=[C:8]2[C:13](=[CH:14][C:15]=1[O:16][CH3:17])[NH:12][CH:11]=[CH:10][C:9]2=O. Product: [Br:5][C:6]1[CH:7]=[C:8]2[C:13](=[CH:14][C:15]=1[O:16][CH3:17])[N:12]=[CH:11][CH:10]=[C:9]2[Cl:3]. The catalyst class is: 3. (2) Reactant: [F:1][C:2]([F:33])([F:32])[C:3]1[CH:4]=[C:5]([C:13]2([C:28]([F:31])([F:30])[F:29])[O:17][N:16]=[C:15]([C:18]3[CH:23]=[CH:22][C:21](F)=[C:20]([N+:25]([O-:27])=[O:26])[CH:19]=3)[CH2:14]2)[CH:6]=[C:7]([C:9]([F:12])([F:11])[F:10])[CH:8]=1.[NH:34]1[CH:38]=[N:37][N:36]=[N:35]1.[C:39](=[O:42])([O-])[O-].[K+].[K+].[OH2:45].C[N:47]([CH:49]=O)C. Product: [F:32][C:2]([F:1])([F:33])[C:3]1[CH:4]=[C:5]([C:23]2([C:49]3[CH:3]([C:2]([F:1])([F:32])[F:33])[CH2:39][O:42][N:47]=3)[CH:18]=[C:19]([N:34]3[CH:38]=[N:37][NH:36][NH:35]3)[C:20]([N+:25]([O-:26])=[O:45])=[CH:21][CH2:22]2)[CH:6]=[C:7]([C:9]([F:11])([F:12])[F:10])[CH:8]=1.[F:33][C:2]([F:1])([F:32])[C:3]1[CH:4]=[C:5]([C:13]2([C:28]([F:29])([F:30])[F:31])[O:17][N:16]=[C:15]([C:18]3[CH:23]=[CH:22][C:21]([N:34]4[CH:38]=[N:37][N:36]=[N:35]4)=[C:20]([N+:25]([O-:27])=[O:26])[CH:19]=3)[CH2:14]2)[CH:6]=[C:7]([C:9]([F:10])([F:12])[F:11])[CH:8]=1. The catalyst class is: 13. (3) Reactant: [C:1](Cl)(Cl)=[S:2].[NH2:5][C:6]1[N:7]=[CH:8][C:9]([C:12]#[N:13])=[N:10][CH:11]=1.N1C=CC=CC=1. Product: [N:5]([C:6]1[N:7]=[CH:8][C:9]([C:12]#[N:13])=[N:10][CH:11]=1)=[C:1]=[S:2]. The catalyst class is: 76. (4) Reactant: C1(P(C2C=CC=CC=2)C2C=CC=CC=2)C=CC=CC=1.[Br:20][C:21]1[C:22]([NH:41][S:42]([CH3:45])(=[O:44])=[O:43])=[CH:23][C:24]2[O:28][C:27]([C:29]3[CH:34]=[CH:33][C:32]([F:35])=[CH:31][CH:30]=3)=[C:26]([C:36]([NH:38][CH3:39])=[O:37])[C:25]=2[CH:40]=1.CCOC(/N=N/C(OCC)=O)=O.[O:58]1[CH2:63][CH2:62][N:61]([CH2:64][CH2:65]O)[CH2:60][CH2:59]1. Product: [Br:20][C:21]1[C:22]([N:41]([CH2:65][CH2:64][N:61]2[CH2:62][CH2:63][O:58][CH2:59][CH2:60]2)[S:42]([CH3:45])(=[O:43])=[O:44])=[CH:23][C:24]2[O:28][C:27]([C:29]3[CH:30]=[CH:31][C:32]([F:35])=[CH:33][CH:34]=3)=[C:26]([C:36]([NH:38][CH3:39])=[O:37])[C:25]=2[CH:40]=1. The catalyst class is: 1. (5) Reactant: [CH3:1][C:2]1([CH3:10])[CH2:7][C:6](=[O:8])O[C:4](=[O:9])[CH2:3]1.[CH3:11][N:12]([CH3:20])[C:13]1[CH:18]=[CH:17][C:16]([NH2:19])=[CH:15][CH:14]=1.S(Cl)(Cl)=O.C(=O)([O-])[O-].[K+].[K+]. Product: [CH3:11][N:12]([CH3:20])[C:13]1[CH:18]=[CH:17][C:16]([N:19]2[C:4](=[O:9])[CH2:3][C:2]([CH3:1])([CH3:10])[CH2:7][C:6]2=[O:8])=[CH:15][CH:14]=1. The catalyst class is: 147. (6) Reactant: [OH-].[Na+].C[O:4][C:5](=[O:39])[CH2:6][C:7]1[CH:8]=[N:9][CH:10]=[C:11]([C:13]2[CH:18]=[CH:17][C:16]([C:19]([C:24]3[CH:29]=[CH:28][C:27]([O:30][CH2:31][C:32](=[O:37])[C:33]([CH3:36])([CH3:35])[CH3:34])=[C:26]([CH3:38])[CH:25]=3)([CH2:22][CH3:23])[CH2:20][CH3:21])=[CH:15][CH:14]=2)[CH:12]=1.[Cl-].[NH4+]. Product: [CH3:36][C:33]([CH3:34])([CH3:35])[C:32](=[O:37])[CH2:31][O:30][C:27]1[CH:28]=[CH:29][C:24]([C:19]([C:16]2[CH:17]=[CH:18][C:13]([C:11]3[CH:12]=[C:7]([CH2:6][C:5]([OH:39])=[O:4])[CH:8]=[N:9][CH:10]=3)=[CH:14][CH:15]=2)([CH2:22][CH3:23])[CH2:20][CH3:21])=[CH:25][C:26]=1[CH3:38]. The catalyst class is: 111. (7) Reactant: [CH3:1][N:2]1[CH2:7][CH2:6][N:5]([CH2:8][C:9]#[C:10][CH2:11][N:12]2[CH:16]=[C:15]([C:17]3[N:25](COCC[Si](C)(C)C)[C:24]4[C:23](=[O:34])[N:22]([CH2:35][CH2:36][CH3:37])[C:21](=[O:38])[N:20]([CH2:39][CH2:40][CH3:41])[C:19]=4[N:18]=3)[CH:14]=[N:13]2)[CH2:4][CH2:3]1.Cl. Product: [CH3:1][N:2]1[CH2:7][CH2:6][N:5]([CH2:8][C:9]#[C:10][CH2:11][N:12]2[CH:16]=[C:15]([C:17]3[NH:25][C:24]4[C:23](=[O:34])[N:22]([CH2:35][CH2:36][CH3:37])[C:21](=[O:38])[N:20]([CH2:39][CH2:40][CH3:41])[C:19]=4[N:18]=3)[CH:14]=[N:13]2)[CH2:4][CH2:3]1. The catalyst class is: 8. (8) Reactant: C(OC([N:8]1[CH2:13][CH2:12][C@@H:11]([O:14][C:15]2[C:16]3[C:23]([C:24]4[CH:29]=[CH:28][C:27]([O:30][CH3:31])=[CH:26][CH:25]=4)=[C:22]([C:32]4[CH:37]=[CH:36][CH:35]=[CH:34][CH:33]=4)[O:21][C:17]=3[N:18]=[CH:19][N:20]=2)[CH2:10][C@H:9]1[CH2:38][CH2:39][C:40]([OH:42])=[O:41])=O)(C)(C)C.FC(F)(F)C(O)=O. Product: [CH3:31][O:30][C:27]1[CH:26]=[CH:25][C:24]([C:23]2[C:16]3[C:15]([O:14][C@@H:11]4[CH2:12][CH2:13][NH:8][C@H:9]([CH2:38][CH2:39][C:40]([OH:42])=[O:41])[CH2:10]4)=[N:20][CH:19]=[N:18][C:17]=3[O:21][C:22]=2[C:32]2[CH:37]=[CH:36][CH:35]=[CH:34][CH:33]=2)=[CH:29][CH:28]=1. The catalyst class is: 4.